This data is from CYP2D6 inhibition data for predicting drug metabolism from PubChem BioAssay. The task is: Regression/Classification. Given a drug SMILES string, predict its absorption, distribution, metabolism, or excretion properties. Task type varies by dataset: regression for continuous measurements (e.g., permeability, clearance, half-life) or binary classification for categorical outcomes (e.g., BBB penetration, CYP inhibition). Dataset: cyp2d6_veith. (1) The compound is Cc1ccc(S(=O)(=O)Nc2ccccc2C(=O)c2ccc(C)c(C)c2)cc1. The result is 0 (non-inhibitor). (2) The compound is COCCCNC(=O)CCC(=O)Nc1ccc2nc(N3CCOCC3)cc(C)c2c1. The result is 0 (non-inhibitor).